This data is from Reaction yield outcomes from USPTO patents with 853,638 reactions. The task is: Predict the reaction yield, written as a fraction of the theoretical maximum amount of product (1.0 means a 100% yield; for example, 0.34 means a 34% yield). The reactants are Cl[CH2:2][C:3]([N:5]1[CH:10]2[CH2:11][CH2:12][CH:6]1[CH2:7][N:8]([CH2:13][C:14]1[CH:19]=[CH:18][C:17]([F:20])=[CH:16][CH:15]=1)[CH2:9]2)=[O:4].[N+:21]([C:24]1[CH:29]=[C:28]([C:30]([F:33])([F:32])[F:31])[CH:27]=[CH:26][C:25]=1[OH:34])([O-:23])=[O:22].C(=O)([O-])[O-].[K+].[K+].[I-].[K+]. The catalyst is CC(=O)CC.C(OCC)(=O)C. The product is [F:20][C:17]1[CH:18]=[CH:19][C:14]([CH2:13][N:8]2[CH2:7][CH:6]3[N:5]([C:3](=[O:4])[CH2:2][O:34][C:25]4[CH:26]=[CH:27][C:28]([C:30]([F:33])([F:32])[F:31])=[CH:29][C:24]=4[N+:21]([O-:23])=[O:22])[CH:10]([CH2:11][CH2:12]3)[CH2:9]2)=[CH:15][CH:16]=1. The yield is 0.580.